Predict the reactants needed to synthesize the given product. From a dataset of Full USPTO retrosynthesis dataset with 1.9M reactions from patents (1976-2016). (1) Given the product [CH2:15]([O:13][C@H:10]([CH2:11][O:12][CH2:26][CH2:25][CH2:24][CH2:23][CH2:22][CH2:21][CH2:20][CH2:19][CH2:18][CH2:17][CH2:16][CH3:15])[CH2:9][O:8][CH2:1][C:2]1[CH:7]=[CH:6][CH:5]=[CH:4][CH:3]=1)[CH2:16][CH2:17][CH2:18][CH2:19][CH2:20][CH2:21][CH2:22][CH2:23][CH2:24][CH2:25][CH3:26], predict the reactants needed to synthesize it. The reactants are: [CH2:1]([O:8][CH2:9][C@H:10]([OH:13])[CH2:11][OH:12])[C:2]1[CH:7]=[CH:6][CH:5]=[CH:4][CH:3]=1.Br[CH2:15][CH2:16][CH2:17][CH2:18][CH2:19][CH2:20][CH2:21][CH2:22][CH2:23][CH2:24][CH2:25][CH3:26].[OH-].[K+]. (2) Given the product [CH3:41][S:38]([C:33]1[CH:34]=[CH:35][CH:36]=[CH:37][C:32]=1[C:31]1[N:25]2[C:26]([CH:27]=[N:28][C:23]([NH:1][C:2]3[CH:7]=[CH:6][C:5]([N:8]4[CH2:13][CH2:12][N:11]([CH2:14][C@@H:15]([OH:17])[CH3:16])[CH2:10][CH2:9]4)=[CH:4][C:3]=3[O:18][CH3:19])=[N:24]2)=[CH:29][CH:30]=1)(=[O:39])=[O:40], predict the reactants needed to synthesize it. The reactants are: [NH2:1][C:2]1[CH:7]=[CH:6][C:5]([N:8]2[CH2:13][CH2:12][N:11]([CH2:14][C@@H:15]([OH:17])[CH3:16])[CH2:10][CH2:9]2)=[CH:4][C:3]=1[O:18][CH3:19].CS([C:23]1[N:28]=[CH:27][C:26]2=[CH:29][CH:30]=[C:31]([C:32]3[CH:37]=[CH:36][CH:35]=[CH:34][C:33]=3[S:38]([CH3:41])(=[O:40])=[O:39])[N:25]2[N:24]=1)=O.